Task: Predict the reactants needed to synthesize the given product.. Dataset: Full USPTO retrosynthesis dataset with 1.9M reactions from patents (1976-2016) (1) Given the product [Cl:8][C:6]1[N:5]=[CH:4][C:3]([C:9]([N:11]2[CH2:16][CH2:15][CH:14]([C:17]3[CH:22]=[CH:21][C:20]([F:23])=[CH:19][CH:18]=3)[CH2:13][CH2:12]2)=[O:10])=[C:2]([NH:34][C:30]2[CH:29]=[C:28]3[C:33](=[CH:32][CH:31]=2)[N:24]=[CH:25][CH:26]=[CH:27]3)[CH:7]=1, predict the reactants needed to synthesize it. The reactants are: Cl[C:2]1[CH:7]=[C:6]([Cl:8])[N:5]=[CH:4][C:3]=1[C:9]([N:11]1[CH2:16][CH2:15][CH:14]([C:17]2[CH:22]=[CH:21][C:20]([F:23])=[CH:19][CH:18]=2)[CH2:13][CH2:12]1)=[O:10].[N:24]1[C:33]2[C:28](=[CH:29][C:30]([NH2:34])=[CH:31][CH:32]=2)[CH:27]=[CH:26][CH:25]=1. (2) Given the product [CH2:1]([N:3]1[CH:7]=[C:6]([C:8]2[CH:9]=[C:10]([NH:11][C:29]([NH:28][C:25]3[CH:26]=[CH:27][C:22]([F:21])=[C:23]([C:31]([F:33])([F:32])[F:34])[CH:24]=3)=[O:30])[CH:12]=[CH:13][CH:14]=2)[C:5]([C:15]2[CH:16]=[CH:17][N:18]=[CH:19][CH:20]=2)=[N:4]1)[CH3:2], predict the reactants needed to synthesize it. The reactants are: [CH2:1]([N:3]1[CH:7]=[C:6]([C:8]2[CH:9]=[C:10]([CH:12]=[CH:13][CH:14]=2)[NH2:11])[C:5]([C:15]2[CH:20]=[CH:19][N:18]=[CH:17][CH:16]=2)=[N:4]1)[CH3:2].[F:21][C:22]1[CH:27]=[CH:26][C:25]([N:28]=[C:29]=[O:30])=[CH:24][C:23]=1[C:31]([F:34])([F:33])[F:32]. (3) Given the product [CH3:1][C:2]1[CH:3]=[C:4]2[C:8](=[CH:9][CH:10]=1)[N:7]([CH2:19][C:20]([NH2:22])=[O:21])[C:6](=[O:11])[C:5]12[S:12][CH2:13][CH2:14][S:15]1, predict the reactants needed to synthesize it. The reactants are: [CH3:1][C:2]1[CH:3]=[C:4]2[C:8](=[CH:9][CH:10]=1)[NH:7][C:6](=[O:11])[C:5]12[S:15][CH2:14][CH2:13][S:12]1.[H-].[Na+].Br[CH2:19][C:20]([NH2:22])=[O:21].O. (4) Given the product [Cl:11][C:12]1[CH:17]=[C:16]([N+:18]([O-:20])=[O:19])[CH:15]=[C:14]([Cl:21])[C:6]=1[CH2:7][C:8]#[N:9], predict the reactants needed to synthesize it. The reactants are: [H-].[Na+].C(O[C:6](=O)[CH2:7][C:8]#[N:9])C.[Cl:11][C:12]1[CH:17]=[C:16]([N+:18]([O-:20])=[O:19])[CH:15]=[C:14]([Cl:21])C=1Cl.[Li+].[Cl-]. (5) Given the product [C:7]1([N:1]2[CH:5]=[N:4][CH:3]=[N:2]2)[CH:12]=[CH:11][CH:10]=[CH:9][CH:8]=1, predict the reactants needed to synthesize it. The reactants are: [NH:1]1[CH:5]=[N:4][CH:3]=[N:2]1.I[C:7]1[CH:12]=[CH:11][CH:10]=[CH:9][CH:8]=1.[O-]P([O-])([O-])=O.[K+].[K+].[K+].CN[C@@H]1CCCC[C@H]1NC. (6) Given the product [C:40]([O:43][C:19](=[O:29])[NH:15][C:3]1[CH:2]=[N:1][N:5]2[CH2:6][CH2:7][CH2:8][CH2:9][C:4]=12)([CH3:42])([CH3:41])[CH3:39], predict the reactants needed to synthesize it. The reactants are: [N:1]1[N:5]2[CH2:6][CH2:7][CH2:8][CH2:9][C:4]2=[C:3](C(O)=O)[CH:2]=1.C([N:15]([CH:19](C)C)C(C)C)C.C1(P(N=[N+]=[N-])(C2C=CC=CC=2)=[O:29])C=CC=CC=1.[CH3:39][C:40]([OH:43])([CH3:42])[CH3:41]. (7) Given the product [OH:24][NH:23][C:21](=[O:22])[C:20]([CH3:35])([S:31]([CH3:34])(=[O:33])=[O:32])[CH2:19][CH2:18][N:15]1[CH:16]=[CH:17][C:12]([C:9]2[CH:10]=[CH:11][C:6]([O:5][CH2:4][CH2:3][CH2:2][OH:1])=[CH:7][CH:8]=2)=[CH:13][C:14]1=[O:36], predict the reactants needed to synthesize it. The reactants are: [OH:1][CH2:2][CH2:3][CH2:4][O:5][C:6]1[CH:11]=[CH:10][C:9]([C:12]2[CH:17]=[CH:16][N:15]([CH2:18][CH2:19][C:20]([CH3:35])([S:31]([CH3:34])(=[O:33])=[O:32])[C:21]([NH:23][O:24]C3CCCCO3)=[O:22])[C:14](=[O:36])[CH:13]=2)=[CH:8][CH:7]=1.Cl. (8) Given the product [Si:5]([O:8][CH2:9][C:10]1[CH:14]=[C:13]([CH:37]=[O:38])[S:12][C:11]=1[CH2:15][C:16]1[CH:21]=[CH:20][CH:19]=[C:18]([Cl:22])[CH:17]=1)([C:1]([CH3:4])([CH3:2])[CH3:3])([CH3:6])[CH3:7], predict the reactants needed to synthesize it. The reactants are: [C:1]([Si:5]([O:8][CH2:9][C:10]1[CH:14]=[CH:13][S:12][C:11]=1[CH2:15][C:16]1[CH:21]=[CH:20][CH:19]=[C:18]([Cl:22])[CH:17]=1)([CH3:7])[CH3:6])([CH3:4])([CH3:3])[CH3:2].[Li]CCCC.CCCCCC.CN([CH:37]=[O:38])C.[NH4+].[Cl-]. (9) Given the product [Br:20][C:18]1[CH:19]=[C:14]([NH:1][C:2]2[N:7]=[CH:6][C:5]([C:8]([CH3:12])([CH3:11])[C:9]#[N:10])=[CH:4][CH:3]=2)[C:15](=[O:22])[N:16]([CH3:21])[CH:17]=1, predict the reactants needed to synthesize it. The reactants are: [NH2:1][C:2]1[N:7]=[CH:6][C:5]([C:8]([CH3:12])([CH3:11])[C:9]#[N:10])=[CH:4][CH:3]=1.Br[C:14]1[C:15](=[O:22])[N:16]([CH3:21])[CH:17]=[C:18]([Br:20])[CH:19]=1.CC1(C)C2C(=C(P(C3C=CC=CC=3)C3C=CC=CC=3)C=CC=2)OC2C(P(C3C=CC=CC=3)C3C=CC=CC=3)=CC=CC1=2.C(=O)([O-])[O-].[Cs+].[Cs+]. (10) Given the product [OH:3][C@H:4]([C:28]1[CH:29]=[CH:30][C:31]([OH:34])=[CH:32][CH:33]=1)[C@@H:5]([NH:7][CH2:8][CH2:9][O:10][C:11]1[CH:12]=[CH:13][C:14]([C:17]2[CH:22]=[CH:21][C:20]([C:23]([OH:25])=[O:24])=[CH:19][CH:18]=2)=[CH:15][CH:16]=1)[CH3:6], predict the reactants needed to synthesize it. The reactants are: [OH-].[Na+].[OH:3][C@H:4]([C:28]1[CH:33]=[CH:32][C:31]([OH:34])=[CH:30][CH:29]=1)[C@@H:5]([NH:7][CH2:8][CH2:9][O:10][C:11]1[CH:16]=[CH:15][C:14]([C:17]2[CH:22]=[CH:21][C:20]([C:23]([O:25]CC)=[O:24])=[CH:19][CH:18]=2)=[CH:13][CH:12]=1)[CH3:6].C(O)C.Cl.